Dataset: NCI-60 drug combinations with 297,098 pairs across 59 cell lines. Task: Regression. Given two drug SMILES strings and cell line genomic features, predict the synergy score measuring deviation from expected non-interaction effect. (1) Cell line: SN12C. Synergy scores: CSS=47.7, Synergy_ZIP=3.29, Synergy_Bliss=3.38, Synergy_Loewe=-12.3, Synergy_HSA=3.89. Drug 1: CC12CCC3C(C1CCC2=O)CC(=C)C4=CC(=O)C=CC34C. Drug 2: CC1C(C(CC(O1)OC2CC(CC3=C2C(=C4C(=C3O)C(=O)C5=CC=CC=C5C4=O)O)(C(=O)C)O)N)O. (2) Drug 1: CS(=O)(=O)C1=CC(=C(C=C1)C(=O)NC2=CC(=C(C=C2)Cl)C3=CC=CC=N3)Cl. Drug 2: CC(C1=C(C=CC(=C1Cl)F)Cl)OC2=C(N=CC(=C2)C3=CN(N=C3)C4CCNCC4)N. Cell line: HT29. Synergy scores: CSS=23.6, Synergy_ZIP=3.96, Synergy_Bliss=4.01, Synergy_Loewe=-2.70, Synergy_HSA=1.16.